From a dataset of Full USPTO retrosynthesis dataset with 1.9M reactions from patents (1976-2016). Predict the reactants needed to synthesize the given product. Given the product [CH3:1][O:2][C:3](=[O:22])[C:4]1[CH:5]=[CH:6][C:7]([CH2:10][CH:11]([C:12](=[O:14])[N:35]([C:37]2[O:36][C:41]3=[CH:42][CH:43]=[CH:44][C:40]3=[CH:39][CH:38]=2)[C:29]2[CH:34]=[CH:33][CH:32]=[CH:31][CH:30]=2)[C:15]2[CH:20]=[CH:19][C:18]([Br:21])=[CH:17][CH:16]=2)=[CH:8][CH:9]=1, predict the reactants needed to synthesize it. The reactants are: [CH3:1][O:2][C:3](=[O:22])[C:4]1[CH:9]=[CH:8][C:7]([CH2:10][CH:11]([C:15]2[CH:20]=[CH:19][C:18]([Br:21])=[CH:17][CH:16]=2)[C:12]([OH:14])=O)=[CH:6][CH:5]=1.C(Cl)(=O)C(Cl)=O.[C:29]1([NH2:35])[CH:34]=[CH:33][CH:32]=[CH:31][CH:30]=1.[O:36]1[C:41]2=[CH:42][CH:43]=[CH:44][C:40]2=[CH:39][CH:38]=[CH:37]1.